Task: Predict the reactants needed to synthesize the given product.. Dataset: Full USPTO retrosynthesis dataset with 1.9M reactions from patents (1976-2016) (1) Given the product [C:18]([O:17][C:15]([N:6]1[C:5]2[CH:4]=[CH:3][C:2]([Br:1])=[CH:14][C:13]=2[C:12]2[C:7]1=[CH:8][CH:9]=[CH:10][CH:11]=2)=[O:16])([CH3:21])([CH3:20])[CH3:19], predict the reactants needed to synthesize it. The reactants are: [Br:1][C:2]1[CH:3]=[CH:4][C:5]2[NH:6][C:7]3[C:12]([C:13]=2[CH:14]=1)=[CH:11][CH:10]=[CH:9][CH:8]=3.[C:15](O[C:15]([O:17][C:18]([CH3:21])([CH3:20])[CH3:19])=[O:16])([O:17][C:18]([CH3:21])([CH3:20])[CH3:19])=[O:16]. (2) The reactants are: [Cl:1][C:2]1[CH:7]=[CH:6][CH:5]=[CH:4][C:3]=1[C:8]1[C:9]([CH2:20][C:21]([O:23][CH3:24])=[O:22])=[C:10]([C:13]2[CH:18]=[CH:17][C:16]([OH:19])=[CH:15][CH:14]=2)[S:11][CH:12]=1.[NH:25]1[CH:29]=[C:28]([CH2:30][CH2:31]O)[CH:27]=[N:26]1.C1C=CC(P(C2C=CC=CC=2)C2C=CC=CC=2)=CC=1.N(C(OCC)=O)=NC(OCC)=O. Given the product [Cl:1][C:2]1[CH:7]=[CH:6][CH:5]=[CH:4][C:3]=1[C:8]1[C:9]([CH2:20][C:21]([O:23][CH3:24])=[O:22])=[C:10]([C:13]2[CH:18]=[CH:17][C:16]([O:19][CH2:31][CH2:30][C:28]3[CH:29]=[N:25][NH:26][CH:27]=3)=[CH:15][CH:14]=2)[S:11][CH:12]=1, predict the reactants needed to synthesize it. (3) Given the product [C:2]([N:17]1[CH2:16][C:15]2[S:14][C:13]3[N:12]=[C:11]([S:23][CH2:24][CH2:25][CH2:26][N:27]4[CH2:32][CH2:31][N:30]([C:33]5[CH:42]=[CH:41][C:40]6[C:35](=[CH:36][CH:37]=[CH:38][CH:39]=6)[N:34]=5)[CH2:29][CH2:28]4)[N:10]([NH2:9])[O:22][C:21]=3[C:20]=2[CH2:19][CH2:18]1)(=[O:1])[CH3:3], predict the reactants needed to synthesize it. The reactants are: [O:1]1CC[CH2:3][CH2:2]1.Cl.Cl.Cl.[NH2:9][N:10]1[O:22][C:21]2[C:20]3[CH2:19][CH2:18][NH:17][CH2:16][C:15]=3[S:14][C:13]=2[N:12]=[C:11]1[S:23][CH2:24][CH2:25][CH2:26][N:27]1[CH2:32][CH2:31][N:30]([C:33]2[CH:42]=[CH:41][C:40]3[C:35](=[CH:36][CH:37]=[CH:38][CH:39]=3)[N:34]=2)[CH2:29][CH2:28]1.C(Cl)(=O)C. (4) The reactants are: Cl[C:2]1[N:7]=[C:6]([NH:8][C:9]2[CH:14]=[CH:13][C:12]3[O:15][CH2:16][CH2:17][O:18][C:11]=3[CH:10]=2)[C:5]([F:19])=[CH:4][N:3]=1.[O:20]1[C:25]2[CH:26]=[CH:27][CH:28]=[CH:29][C:24]=2[O:23][CH2:22][CH:21]1[CH2:30][NH2:31]. Given the product [O:20]1[C:25]2[CH:26]=[CH:27][CH:28]=[CH:29][C:24]=2[O:23][CH2:22][CH:21]1[CH2:30][NH:31][C:2]1[N:7]=[C:6]([NH:8][C:9]2[CH:14]=[CH:13][C:12]3[O:15][CH2:16][CH2:17][O:18][C:11]=3[CH:10]=2)[C:5]([F:19])=[CH:4][N:3]=1, predict the reactants needed to synthesize it. (5) Given the product [CH3:1][S:2]([N:5]1[CH2:6][CH2:7][N:8]([CH2:11][C:12]2[CH:13]=[CH:14][C:15]([N+:33]([O-:35])=[O:34])=[C:16](/[CH:18]=[CH:19]/[C:21]3[C:22]([O:31][CH3:32])=[N:23][C:24]4[C:29]([CH:30]=3)=[CH:28][CH:27]=[CH:26][CH:25]=4)[CH:17]=2)[CH2:9][CH2:10]1)(=[O:4])=[O:3], predict the reactants needed to synthesize it. The reactants are: [CH3:1][S:2]([N:5]1[CH2:10][CH2:9][N:8]([CH2:11][C:12]2[CH:13]=[CH:14][C:15]([N+:33]([O-:35])=[O:34])=[C:16]([CH2:18][CH:19]([C:21]3[C:22]([O:31][CH3:32])=[N:23][C:24]4[C:29]([CH:30]=3)=[CH:28][CH:27]=[CH:26][CH:25]=4)O)[CH:17]=2)[CH2:7][CH2:6]1)(=[O:4])=[O:3].FC(F)(F)C(O)=O.C1CCN2C(=NCCC2)CC1. (6) Given the product [CH:1]1([C:4]([N:29]2[CH2:28][CH2:27][N:26]([C:23]3[N:24]=[CH:25][C:20]([C:12]4[NH:13][C:14](=[O:19])[C:15]5[C:10]([CH:11]=4)=[C:9]([O:8][CH3:7])[CH:18]=[CH:17][CH:16]=5)=[CH:21][N:22]=3)[CH2:31][CH2:30]2)=[O:5])[CH2:3][CH2:2]1, predict the reactants needed to synthesize it. The reactants are: [CH:1]1([C:4](Cl)=[O:5])[CH2:3][CH2:2]1.[CH3:7][O:8][C:9]1[CH:18]=[CH:17][CH:16]=[C:15]2[C:10]=1[CH:11]=[C:12]([C:20]1[CH:21]=[N:22][C:23]([N:26]3[CH2:31][CH2:30][NH:29][CH2:28][CH2:27]3)=[N:24][CH:25]=1)[NH:13][C:14]2=[O:19].C(N(CC)C(C)C)(C)C. (7) Given the product [O:23]=[C:24]1[CH2:28][CH:27]([CH2:29][OH:30])[CH2:26][N:25]1[C:31]1[CH:36]=[CH:35][C:34]([C:3]2[CH:8]=[CH:7][C:6]([N:9]3[CH2:13][C@H:12]([CH2:14][C:15](=[O:19])[C:16]([NH2:18])=[O:17])[O:11][CH2:10]3)=[CH:5][C:4]=2[F:20])=[CH:33][N:32]=1, predict the reactants needed to synthesize it. The reactants are: C[Sn](C)(C)[C:3]1[CH:8]=[CH:7][C:6]([N:9]2[CH2:13][C@H:12]([CH2:14][C:15](=[O:19])[C:16]([NH2:18])=[O:17])[O:11][CH2:10]2)=[CH:5][C:4]=1[F:20].[O:23]=[C:24]1[CH2:28][CH:27]([CH2:29][OH:30])[CH2:26][N:25]1[C:31]1[CH:36]=[CH:35][C:34](Br)=[CH:33][N:32]=1.[Cl-].[Li+].O. (8) Given the product [CH3:1][O:2][C:3](=[O:18])[C:4]1[CH:9]=[CH:8][CH:7]=[C:6]([C:10]2[S:11][C:12]([CH2:15][CH2:16][O:17][CH:20]3[CH2:21][CH2:22][CH2:23][CH2:24][O:19]3)=[N:13][N:14]=2)[CH:5]=1, predict the reactants needed to synthesize it. The reactants are: [CH3:1][O:2][C:3](=[O:18])[C:4]1[CH:9]=[CH:8][CH:7]=[C:6]([C:10]2[S:11][C:12]([CH2:15][CH2:16][OH:17])=[N:13][N:14]=2)[CH:5]=1.[O:19]1[CH:24]=[CH:23][CH2:22][CH2:21][CH2:20]1.O.C1(C)C=CC(S(O)(=O)=O)=CC=1. (9) Given the product [C:10]1([C:9]2[NH:8][C:3]3[CH:4]=[CH:5][CH:6]=[CH:7][C:2]=3[N:17]=2)[CH:15]=[CH:14][CH:13]=[CH:12][CH:11]=1, predict the reactants needed to synthesize it. The reactants are: I[C:2]1[CH:7]=[CH:6][CH:5]=[CH:4][C:3]=1[NH:8][C:9](=O)[C:10]1[CH:15]=[CH:14][CH:13]=[CH:12][CH:11]=1.[NH:17]1CCC[C@H]1C(O)=O.[OH-].[Na+].N. (10) Given the product [CH2:21]([O:20][P:18]([CH:9]([P:4]([O:6][CH2:7][CH3:8])([O:3][CH2:1][CH3:2])=[O:5])[CH2:10][C:11]([OH:13])=[O:12])([O:23][CH2:24][CH3:25])=[O:19])[CH3:22], predict the reactants needed to synthesize it. The reactants are: [CH2:1]([O:3][P:4]([CH:9]([P:18]([O:23][CH2:24][CH3:25])([O:20][CH2:21][CH3:22])=[O:19])[CH2:10][C:11]([O:13]C(C)(C)C)=[O:12])([O:6][CH2:7][CH3:8])=[O:5])[CH3:2].